From a dataset of Peptide-MHC class I binding affinity with 185,985 pairs from IEDB/IMGT. Regression. Given a peptide amino acid sequence and an MHC pseudo amino acid sequence, predict their binding affinity value. This is MHC class I binding data. (1) The binding affinity (normalized) is 0.457. The peptide sequence is ITTKAISRW. The MHC is HLA-B58:02 with pseudo-sequence HLA-B58:02. (2) The peptide sequence is IRFKDDSSF. The MHC is HLA-A24:03 with pseudo-sequence HLA-A24:03. The binding affinity (normalized) is 0.0847. (3) The peptide sequence is GTAGVESAV. The MHC is Mamu-A01 with pseudo-sequence Mamu-A01. The binding affinity (normalized) is 0.402. (4) The peptide sequence is KLGEFYNQMM. The MHC is HLA-A02:01 with pseudo-sequence HLA-A02:01. The binding affinity (normalized) is 0.235. (5) The peptide sequence is KRWIIMGLNK. The MHC is HLA-A26:01 with pseudo-sequence HLA-A26:01. The binding affinity (normalized) is 0. (6) The peptide sequence is FSFEIALLK. The MHC is HLA-B08:01 with pseudo-sequence HLA-B08:01. The binding affinity (normalized) is 0.0847. (7) The peptide sequence is SDAHKKNLY. The MHC is HLA-A23:01 with pseudo-sequence HLA-A23:01. The binding affinity (normalized) is 0.